Dataset: Full USPTO retrosynthesis dataset with 1.9M reactions from patents (1976-2016). Task: Predict the reactants needed to synthesize the given product. (1) Given the product [CH3:33][N:19]1[C:20]([C:22]2[CH:23]=[CH:24][C:25]([O:28][C:29]([F:32])([F:31])[F:30])=[CH:26][CH:27]=2)=[CH:21][C:17]([CH2:16][O:15][C:12]2[CH:13]=[C:14]3[C:9]([CH:8]=[CH:7][N:6]3[CH2:5][C:4]([OH:34])=[O:3])=[CH:10][CH:11]=2)=[N:18]1, predict the reactants needed to synthesize it. The reactants are: C([O:3][C:4](=[O:34])[CH2:5][N:6]1[C:14]2[C:9](=[CH:10][CH:11]=[C:12]([O:15][CH2:16][C:17]3[CH:21]=[C:20]([C:22]4[CH:27]=[CH:26][C:25]([O:28][C:29]([F:32])([F:31])[F:30])=[CH:24][CH:23]=4)[N:19]([CH3:33])[N:18]=3)[CH:13]=2)[CH:8]=[CH:7]1)C.[Li+].[OH-]. (2) The reactants are: C(OC([NH:8][C@@H:9]([C:12]1[CH:13]=[C:14]([C:19]2[CH:24]=[CH:23][CH:22]=[C:21]([CH2:25][O:26][C:27]3[CH:32]=[CH:31][CH:30]=[CH:29][C:28]=3[CH2:33][C:34]([O:36]C)=[O:35])[CH:20]=2)[CH:15]=[C:16]([Cl:18])[CH:17]=1)[CH2:10][OH:11])=O)(C)(C)C.Cl.[Li+].[OH-]. Given the product [NH2:8][C@@H:9]([C:12]1[CH:13]=[C:14]([C:19]2[CH:24]=[CH:23][CH:22]=[C:21]([CH2:25][O:26][C:27]3[CH:32]=[CH:31][CH:30]=[CH:29][C:28]=3[CH2:33][C:34]([OH:36])=[O:35])[CH:20]=2)[CH:15]=[C:16]([Cl:18])[CH:17]=1)[CH2:10][OH:11], predict the reactants needed to synthesize it. (3) Given the product [Cl:19][C:5]1[C:6]([NH:8][C@H:9]([C:11]2[CH:16]=[CH:15][CH:14]=[C:13]([O:17][CH3:18])[CH:12]=2)[CH3:10])=[N:7][C:2]([NH:20][C:21]2[CH:22]=[C:23]([CH2:24][OH:25])[CH:26]=[CH:27][CH:28]=2)=[N:3][CH:4]=1, predict the reactants needed to synthesize it. The reactants are: Cl[C:2]1[N:7]=[C:6]([NH:8][C@H:9]([C:11]2[CH:16]=[CH:15][CH:14]=[C:13]([O:17][CH3:18])[CH:12]=2)[CH3:10])[C:5]([Cl:19])=[CH:4][N:3]=1.[NH2:20][C:21]1[CH:22]=[C:23]([CH:26]=[CH:27][CH:28]=1)[CH2:24][OH:25].O.C1(C)C=CC(S(O)(=O)=O)=CC=1.C([O-])(O)=O.[Na+]. (4) The reactants are: [CH3:1][O:2][C:3](=[O:15])[C:4]1[CH:9]=[C:8]([S:10](Cl)(=[O:12])=[O:11])[CH:7]=[CH:6][C:5]=1[CH3:14].[Br:16][C:17]1[CH:25]=[CH:24][C:20]([CH2:21][CH2:22][NH2:23])=[CH:19][CH:18]=1.N1C=CC=CC=1. Given the product [CH3:1][O:2][C:3](=[O:15])[C:4]1[CH:9]=[C:8]([S:10](=[O:12])(=[O:11])[NH:23][CH2:22][CH2:21][C:20]2[CH:24]=[CH:25][C:17]([Br:16])=[CH:18][CH:19]=2)[CH:7]=[CH:6][C:5]=1[CH3:14], predict the reactants needed to synthesize it. (5) Given the product [CH2:28]([O:29][C:30]([C:2]1[C:3]2[CH:10]=[N:9][N:8]([C:11]3[CH:16]=[CH:15][C:14]([F:17])=[CH:13][CH:12]=3)[C:4]=2[CH:5]=[N:6][CH:7]=1)=[O:31])[CH3:27], predict the reactants needed to synthesize it. The reactants are: Br[C:2]1[CH:7]=[N:6][CH:5]=[C:4]2[N:8]([C:11]3[CH:16]=[CH:15][C:14]([F:17])=[CH:13][CH:12]=3)[N:9]=[CH:10][C:3]=12.CCN(CC)CC.[C]=O.[CH3:27][CH2:28][O:29][C:30](C)=[O:31]. (6) Given the product [NH2:1][C:2]1[N:10]=[C:9]([O:11][CH2:12][CH2:13][CH2:14][CH3:15])[N:8]=[C:7]2[C:3]=1[NH:4][C:5](=[O:32])[N:6]2[CH2:16][CH2:17][N:18]1[CH2:19][CH2:20][CH:21]([NH2:24])[CH2:22][CH2:23]1, predict the reactants needed to synthesize it. The reactants are: [NH2:1][C:2]1[N:10]=[C:9]([O:11][CH2:12][CH2:13][CH2:14][CH3:15])[N:8]=[C:7]2[C:3]=1[N:4]=[C:5]([O:32]C)[N:6]2[CH2:16][CH2:17][N:18]1[CH2:23][CH2:22][CH:21]([NH:24]C(=O)OC(C)(C)C)[CH2:20][CH2:19]1.Cl.O1CCOCC1. (7) Given the product [F:1][C:2]1[CH:30]=[C:29]([F:31])[CH:28]=[CH:27][C:3]=1[O:4][C:5]1[CH:10]=[CH:9][C:8]([S:11]([NH2:14])(=[O:13])=[O:12])=[CH:7][C:6]=1[C:15]1[C:23]2[CH:22]=[CH:21][NH:20][C:19](=[O:24])[C:18]=2[N:17]([CH3:26])[CH:16]=1, predict the reactants needed to synthesize it. The reactants are: [F:1][C:2]1[CH:30]=[C:29]([F:31])[CH:28]=[CH:27][C:3]=1[O:4][C:5]1[CH:10]=[CH:9][C:8]([S:11]([NH2:14])(=[O:13])=[O:12])=[CH:7][C:6]=1[C:15]1[C:23]2[C:18](=[C:19]([O:24]C)[N:20]=[CH:21][CH:22]=2)[N:17]([CH3:26])[CH:16]=1.Cl. (8) Given the product [Br:1][C:2]1[CH:7]=[CH:6][C:5]2[C:8]3[C:13]([NH:31][C:19]4[CH:20]=[CH:21][C:22]([O:23][CH2:24][C:25]5[CH:30]=[CH:29][CH:28]=[CH:27][N:26]=5)=[C:17]([Cl:16])[CH:18]=4)=[N:12][CH:11]=[N:10][C:9]=3[S:15][C:4]=2[CH:3]=1, predict the reactants needed to synthesize it. The reactants are: [Br:1][C:2]1[CH:7]=[CH:6][C:5]2[C:8]3[C:13](Cl)=[N:12][CH:11]=[N:10][C:9]=3[S:15][C:4]=2[CH:3]=1.[Cl:16][C:17]1[CH:18]=[C:19]([NH2:31])[CH:20]=[CH:21][C:22]=1[O:23][CH2:24][C:25]1[CH:30]=[CH:29][CH:28]=[CH:27][N:26]=1.Cl.C([O-])(O)=O.[Na+]. (9) Given the product [NH2:1][C:2]1[C:11]2[C:6](=[C:7]([C:24]3[C:25]([O:27][CH3:28])=[N:26][C:21]([O:20][CH3:19])=[N:22][CH:23]=3)[CH:8]=[CH:9][CH:10]=2)[N:5]=[N:4][C:3]=1[C:13]([NH:15][CH2:16][CH2:17][CH3:18])=[O:14], predict the reactants needed to synthesize it. The reactants are: [NH2:1][C:2]1[C:11]2[C:6](=[C:7](Br)[CH:8]=[CH:9][CH:10]=2)[N:5]=[N:4][C:3]=1[C:13]([NH:15][CH2:16][CH2:17][CH3:18])=[O:14].[CH3:19][O:20][C:21]1[N:26]=[C:25]([O:27][CH3:28])[C:24](B(O)O)=[CH:23][N:22]=1.